From a dataset of Full USPTO retrosynthesis dataset with 1.9M reactions from patents (1976-2016). Predict the reactants needed to synthesize the given product. (1) Given the product [CH3:25][N:26]([CH3:30])[CH2:27][CH2:28][NH:29][C:34]([C:7]1[C:8]2[CH:13]=[N:12][C:11]([NH:14][C:15](=[O:23])[C:16]3[CH:21]=[CH:20][C:19]([CH3:22])=[CH:18][CH:17]=3)=[N:10][C:9]=2[N:5]([C:1]([CH3:4])([CH3:3])[CH3:2])[CH:6]=1)=[O:35], predict the reactants needed to synthesize it. The reactants are: [C:1]([N:5]1[C:9]2[N:10]=[C:11]([NH:14][C:15](=[O:23])[C:16]3[CH:21]=[CH:20][C:19]([CH3:22])=[CH:18][CH:17]=3)[N:12]=[CH:13][C:8]=2[C:7](I)=[CH:6]1)([CH3:4])([CH3:3])[CH3:2].[CH3:25][N:26]([CH3:30])[CH2:27][CH2:28][NH2:29].CN([CH:34]=[O:35])C. (2) Given the product [Cl:30][CH2:31][CH2:32][CH2:33][N:10]1[C:11]2[C:7](=[CH:6][CH:5]=[CH:4][C:3]=2[O:2][CH3:1])[C:8]([C:21]([CH:18]2[CH2:20][CH2:19]2)=[O:22])=[CH:9]1, predict the reactants needed to synthesize it. The reactants are: [CH3:1][O:2][C:3]1[CH:4]=[CH:5][CH:6]=[C:7]2[C:11]=1[NH:10][CH:9]=[CH:8]2.[Al](Cl)(CC)CC.[CH:18]1([C:21](Cl)=[O:22])[CH2:20][CH2:19]1.C([O-])([O-])=O.[Cs+].[Cs+].[Cl:30][CH2:31][CH2:32][CH2:33]I. (3) Given the product [O:33]1[CH2:34][CH2:35][N:30]([C:26]2[CH:25]=[C:24]([C:9]3[CH:10]=[C:11]4[C:16](=[N:17][CH:18]=3)[N:15]([C:19]([NH2:21])=[O:20])[CH2:14][CH2:13][CH2:12]4)[CH:29]=[N:28][CH:27]=2)[CH2:31][CH2:32]1, predict the reactants needed to synthesize it. The reactants are: CC1(C)C(C)(C)OB([C:9]2[CH:10]=[C:11]3[C:16](=[N:17][CH:18]=2)[N:15]([C:19]([NH2:21])=[O:20])[CH2:14][CH2:13][CH2:12]3)O1.Br[C:24]1[CH:25]=[C:26]([N:30]2[CH2:35][CH2:34][O:33][CH2:32][CH2:31]2)[CH:27]=[N:28][CH:29]=1.C([O-])([O-])=O.[Na+].[Na+].O. (4) Given the product [N+:21]([C:24]1[CH:25]=[C:26]([C:27]2[O:15][N:14]=[C:13]([CH2:12][N:8]3[C:9]4[C:5](=[C:4]([C:17]([F:19])([F:20])[F:18])[C:3]([C:1]#[N:2])=[CH:11][CH:10]=4)[CH:6]=[CH:7]3)[N:16]=2)[CH:30]=[C:31]([C:33]([F:34])([F:35])[F:36])[CH:32]=1)([O-:23])=[O:22], predict the reactants needed to synthesize it. The reactants are: [C:1]([C:3]1[C:4]([C:17]([F:20])([F:19])[F:18])=[C:5]2[C:9](=[CH:10][CH:11]=1)[N:8]([CH2:12][C:13](=[NH:16])[NH:14][OH:15])[CH:7]=[CH:6]2)#[N:2].[N+:21]([C:24]1[CH:25]=[C:26]([CH:30]=[C:31]([C:33]([F:36])([F:35])[F:34])[CH:32]=1)[C:27](O)=O)([O-:23])=[O:22].